This data is from Reaction yield outcomes from USPTO patents with 853,638 reactions. The task is: Predict the reaction yield, written as a fraction of the theoretical maximum amount of product (1.0 means a 100% yield; for example, 0.34 means a 34% yield). (1) The reactants are [N:1]1([C:7]2[CH2:10][C:9](=[O:11])[CH:8]=2)[CH2:6][CH2:5][CH2:4][CH2:3][CH2:2]1.[BH4-].[Na+].CC(C)=O. The catalyst is C(O)C.C(OCC)(=O)C. The product is [N:1]1([C@@H:7]2[CH2:8][C@H:9]([OH:11])[CH2:10]2)[CH2:6][CH2:5][CH2:4][CH2:3][CH2:2]1. The yield is 0.780. (2) The reactants are [F:1][C:2]1[CH:28]=[CH:27][C:5]([CH2:6][O:7][CH2:8][C:9]([NH:11][CH2:12][CH2:13][CH2:14][C:15]2[CH:20]=[CH:19][C:18]([O:21][C@@H:22]3[CH2:26][CH2:25][NH:24][CH2:23]3)=[CH:17][CH:16]=2)=[O:10])=[CH:4][CH:3]=1.[NH:29]1[C:37]2[C:32](=[CH:33][CH:34]=[CH:35][CH:36]=2)[C:31]([CH:38]=O)=[CH:30]1.[BH-](OC(C)=O)(OC(C)=O)OC(C)=O.[Na+]. The catalyst is C1COCC1. The product is [NH:29]1[C:37]2[C:32](=[CH:33][CH:34]=[CH:35][CH:36]=2)[C:31]([CH2:38][N:24]2[CH2:25][CH2:26][C@@H:22]([O:21][C:18]3[CH:19]=[CH:20][C:15]([CH2:14][CH2:13][CH2:12][NH:11][C:9](=[O:10])[CH2:8][O:7][CH2:6][C:5]4[CH:4]=[CH:3][C:2]([F:1])=[CH:28][CH:27]=4)=[CH:16][CH:17]=3)[CH2:23]2)=[CH:30]1. The yield is 0.580. (3) The reactants are Br[C:2]1[S:3][C:4](Br)=[CH:5][CH:6]=1.[CH3:8][O:9][C:10]1[CH:15]=[CH:14][C:13](B(O)O)=[CH:12][CH:11]=1. The catalyst is CCCCCC.C(OCC)(=O)C. The product is [CH3:8][O:9][C:10]1[CH:15]=[CH:14][C:13]([C:2]2[S:3][C:4]([C:13]3[CH:14]=[CH:15][C:10]([O:9][CH3:8])=[CH:11][CH:12]=3)=[CH:5][CH:6]=2)=[CH:12][CH:11]=1. The yield is 0.100.